Dataset: Peptide-MHC class I binding affinity with 185,985 pairs from IEDB/IMGT. Task: Regression. Given a peptide amino acid sequence and an MHC pseudo amino acid sequence, predict their binding affinity value. This is MHC class I binding data. (1) The peptide sequence is SLIYYQNEV. The MHC is HLA-A68:02 with pseudo-sequence HLA-A68:02. The binding affinity (normalized) is 0.580. (2) The peptide sequence is RRQDILDLWI. The MHC is HLA-B35:01 with pseudo-sequence HLA-B35:01. The binding affinity (normalized) is 0. (3) The peptide sequence is STLSTQEAL. The MHC is H-2-Db with pseudo-sequence H-2-Db. The binding affinity (normalized) is 0.299. (4) The MHC is HLA-A02:03 with pseudo-sequence HLA-A02:03. The binding affinity (normalized) is 0. The peptide sequence is GALQWDDNI.